Dataset: Reaction yield outcomes from USPTO patents with 853,638 reactions. Task: Predict the reaction yield, written as a fraction of the theoretical maximum amount of product (1.0 means a 100% yield; for example, 0.34 means a 34% yield). (1) The reactants are [NH2:1][C:2]([CH3:6])([CH3:5])[CH2:3][OH:4].[H-].[Na+].[N+]([C:12]1[CH:19]=[CH:18][CH:17]=[C:16]([N+:20]([O-:22])=[O:21])[C:13]=1[C:14]#[N:15])([O-])=O.[C:23](O[C:23]([O:25][C:26]([CH3:29])([CH3:28])[CH3:27])=[O:24])([O:25][C:26]([CH3:29])([CH3:28])[CH3:27])=[O:24].C(O)(=O)CC(CC(O)=O)(C(O)=O)O. The catalyst is C1COCC1. The product is [C:26]([O:25][C:23](=[O:24])[NH:1][C:2]([CH3:6])([CH3:5])[CH2:3][O:4][C:12]1[CH:19]=[CH:18][CH:17]=[C:16]([N+:20]([O-:22])=[O:21])[C:13]=1[C:14]#[N:15])([CH3:29])([CH3:28])[CH3:27]. The yield is 1.00. (2) The reactants are [O:1]1[CH2:6][CH2:5]O[CH2:3][CH2:2]1.Br[C:8]1[CH:9]=[C:10]([CH:13]=[CH:14][C:15]=1[N:16]1[CH2:21][CH2:20][O:19][CH2:18][CH2:17]1)[CH:11]=[O:12].C([Sn](CCCC)(CCCC)C1OC=CC=1)CCC.[F-].[K+]. The catalyst is Cl[Pd](Cl)([P](C1C=CC=CC=1)(C1C=CC=CC=1)C1C=CC=CC=1)[P](C1C=CC=CC=1)(C1C=CC=CC=1)C1C=CC=CC=1.C(OCC)(=O)C. The product is [O:1]1[CH:6]=[CH:5][CH:3]=[C:2]1[C:8]1[CH:9]=[C:10]([CH:13]=[CH:14][C:15]=1[N:16]1[CH2:21][CH2:20][O:19][CH2:18][CH2:17]1)[CH:11]=[O:12]. The yield is 0.840. (3) The reactants are C([O:3][C:4](=[O:13])[CH2:5][C:6]1(O)[CH2:11][CH2:10][CH2:9][CH2:8][CH2:7]1)C.[C:14](#[N:21])[C:15]1[CH:20]=[CH:19][CH:18]=[CH:17][CH:16]=1.S(=O)(=O)(O)[OH:23]. The catalyst is O. The product is [C:14]([NH:21][C:6]1([CH2:5][C:4]([OH:3])=[O:13])[CH2:7][CH2:8][CH2:9][CH2:10][CH2:11]1)(=[O:23])[C:15]1[CH:20]=[CH:19][CH:18]=[CH:17][CH:16]=1. The yield is 0.750. (4) The reactants are O[C:2]1[CH:3]=[C:4]([CH:7]=[CH:8][C:9]=1O)[CH:5]=O.[C:11](=[O:14])([O-])[O-].[Cs+].[Cs+].S(O[CH2:22][CH2:23][CH2:24][CH2:25][CH2:26][CH2:27][CH2:28][CH2:29]/[CH:30]=[CH:31]\[CH2:32]/[CH:33]=[CH:34]\[CH2:35][CH2:36][CH2:37][CH2:38][CH3:39])(=O)(=O)C. The catalyst is COCCOCCOC. The product is [CH2:5]([C:4]1[C:3]([CH2:22][CH2:23][CH2:24][CH2:25][CH2:26][CH2:27][CH2:28][CH2:29]/[CH:30]=[CH:31]\[CH2:32]/[CH:33]=[CH:34]\[CH2:35][CH2:36][CH2:37][CH2:38][CH3:39])=[C:2]([CH:9]=[CH:8][CH:7]=1)[CH:11]=[O:14])[CH2:22][CH2:23][CH2:24][CH2:25][CH2:26][CH2:27][CH2:28]/[CH:29]=[CH:30]\[CH2:31]/[CH:32]=[CH:33]\[CH2:34][CH2:35][CH2:36][CH2:37][CH3:38]. The yield is 0.940.